Dataset: Reaction yield outcomes from USPTO patents with 853,638 reactions. Task: Predict the reaction yield, written as a fraction of the theoretical maximum amount of product (1.0 means a 100% yield; for example, 0.34 means a 34% yield). (1) The reactants are [CH:1]1[C:10]2[C:5](=[CH:6][CH:7]=[CH:8][CH:9]=2)[CH:4]=[CH:3][C:2]=1[C:11]1[CH:16]=[CH:15][N:14]=[C:13]([N:17]2[CH2:22][CH2:21][CH:20]([CH2:23][OH:24])[CH2:19][CH2:18]2)[N:12]=1. The catalyst is ClCCl. The product is [CH:1]1[C:10]2[C:5](=[CH:6][CH:7]=[CH:8][CH:9]=2)[CH:4]=[CH:3][C:2]=1[C:11]1[CH:16]=[CH:15][N:14]=[C:13]([N:17]2[CH2:22][CH2:21][CH:20]([CH:23]=[O:24])[CH2:19][CH2:18]2)[N:12]=1. The yield is 0.240. (2) The reactants are O=[C:2]1[C:11]2[C:6](=[CH:7][CH:8]=[CH:9][CH:10]=2)[O:5][C:4]([C:12]([O:14][CH3:15])=[O:13])=[CH:3]1. The catalyst is [Pd]. The product is [CH3:15][O:14][C:12]([CH:4]1[CH2:3][CH2:2][C:11]2[C:6](=[CH:7][CH:8]=[CH:9][CH:10]=2)[O:5]1)=[O:13]. The yield is 0.930. (3) The reactants are [Si]([O:8][CH2:9][CH2:10][N:11]1[CH2:19][C:18]2[C:13](=[CH:14][CH:15]=[C:16]([NH:20][C:21]3[N:26]=[C:25]([NH:27][C@@H:28]4[CH2:33][CH2:32][CH2:31][N:30]([C:34](=[O:37])[CH:35]=[CH2:36])[CH2:29]4)[C:24]([F:38])=[CH:23][N:22]=3)[CH:17]=2)[CH2:12]1)(C(C)(C)C)(C)C.CCCC[N+](CCCC)(CCCC)CCCC.[F-]. The catalyst is C1COCC1. The product is [F:38][C:24]1[C:25]([NH:27][C@@H:28]2[CH2:33][CH2:32][CH2:31][N:30]([C:34](=[O:37])[CH:35]=[CH2:36])[CH2:29]2)=[N:26][C:21]([NH:20][C:16]2[CH:17]=[C:18]3[C:13](=[CH:14][CH:15]=2)[CH2:12][N:11]([CH2:10][CH2:9][OH:8])[CH2:19]3)=[N:22][CH:23]=1. The yield is 0.424. (4) The reactants are [CH2:1]([N:8]([CH2:28][C:29]1[CH:34]=[CH:33][C:32]([O:35][CH3:36])=[CH:31][CH:30]=1)[S:9]([C:12]1[CH:27]=[CH:26][C:15]([C:16]([O:18]CC2C=CC=CC=2)=[O:17])=[CH:14][CH:13]=1)(=[O:11])=[O:10])[C:2]1[CH:7]=[CH:6][CH:5]=[CH:4][CH:3]=1.[OH-].[Na+].Cl. The catalyst is C1COCC1.CO. The product is [CH2:1]([N:8]([CH2:28][C:29]1[CH:34]=[CH:33][C:32]([O:35][CH3:36])=[CH:31][CH:30]=1)[S:9]([C:12]1[CH:27]=[CH:26][C:15]([C:16]([OH:18])=[O:17])=[CH:14][CH:13]=1)(=[O:11])=[O:10])[C:2]1[CH:7]=[CH:6][CH:5]=[CH:4][CH:3]=1. The yield is 0.420. (5) The reactants are Cl.[F:2][C:3]1[CH:8]=[CH:7][C:6]([NH:9][CH:10]([C:14]2[CH:19]=[CH:18][CH:17]=[CH:16][CH:15]=2)[C:11]([OH:13])=[O:12])=[CH:5][CH:4]=1.[N:20]12[CH2:27][CH2:26][CH:23]([CH2:24][CH2:25]1)[C@@H:22](O)[CH2:21]2.C1C=CC2N(O)N=NC=2C=1.C1CCC(N=C=NC2CCCCC2)CC1. The yield is 0.381. The catalyst is C1COCC1. The product is [F:2][C:3]1[CH:8]=[CH:7][C:6]([NH:9][CH:10]([C:14]2[CH:15]=[CH:16][CH:17]=[CH:18][CH:19]=2)[C:11]([O:13][C@@H:22]2[CH:23]3[CH2:26][CH2:27][N:20]([CH2:25][CH2:24]3)[CH2:21]2)=[O:12])=[CH:5][CH:4]=1. (6) The reactants are [CH3:1][O:2][C:3](=[O:13])[CH2:4][CH:5]1[CH2:10][CH2:9][CH:8]([CH:11]=O)[CH2:7][CH2:6]1.[F:14][C:15]([F:51])([F:50])[C:16]1[CH:17]=[C:18]([CH:43]=[C:44]([C:46]([F:49])([F:48])[F:47])[CH:45]=1)[CH2:19][N:20]([C:37]1[O:41][N:40]=[C:39]([CH3:42])[CH:38]=1)[C@H:21]1[CH2:27][CH2:26][CH2:25][NH:24][C:23]2[CH:28]=[C:29]([C:33]([F:36])([F:35])[F:34])[C:30]([CH3:32])=[CH:31][C:22]1=2.C(O[BH-](OC(=O)C)OC(=O)C)(=O)C.[Na+]. The catalyst is C(O)(=O)C.ClCCCl.C(Cl)Cl. The product is [CH3:1][O:2][C:3](=[O:13])[CH2:4][CH:5]1[CH2:10][CH2:9][CH:8]([CH2:11][N:24]2[CH2:25][CH2:26][CH2:27][CH:21]([N:20]([CH2:19][C:18]3[CH:43]=[C:44]([C:46]([F:48])([F:49])[F:47])[CH:45]=[C:16]([C:15]([F:14])([F:50])[F:51])[CH:17]=3)[C:37]3[O:41][N:40]=[C:39]([CH3:42])[CH:38]=3)[C:22]3[CH:31]=[C:30]([CH3:32])[C:29]([C:33]([F:36])([F:34])[F:35])=[CH:28][C:23]2=3)[CH2:7][CH2:6]1. The yield is 0.850. (7) The reactants are [F:1][C:2]1[CH:3]=[CH:4][C:5]([C:21](=[O:30])[C:22]2[CH:27]=[CH:26][CH:25]=[CH:24][C:23]=2[O:28][CH3:29])=[C:6]([NH:8][C:9](=[O:20])[NH:10][C:11]2[S:12][CH:13]=[C:14]([CH2:16][C:17](O)=[O:18])[N:15]=2)[CH:7]=1.[O:31]([CH2:33][CH2:34][NH2:35])[CH3:32]. No catalyst specified. The yield is 0.650. The product is [F:1][C:2]1[CH:3]=[CH:4][C:5]([C:21](=[O:30])[C:22]2[CH:27]=[CH:26][CH:25]=[CH:24][C:23]=2[O:28][CH3:29])=[C:6]([NH:8][C:9](=[O:20])[NH:10][C:11]2[S:12][CH:13]=[C:14]([CH2:16][C:17]([NH:35][CH2:34][CH2:33][O:31][CH3:32])=[O:18])[N:15]=2)[CH:7]=1. (8) The reactants are C(OC([N:8]1[C@H:12]([C:13](O)=[O:14])[CH2:11][O:10]C1(C)C)=O)(C)(C)C.CN(C(ON1N=NC2C=CC=NC1=2)=[N+](C)C)C.F[P-](F)(F)(F)(F)F.CCN(C(C)C)C(C)C.[NH2:51][C:52]1[CH:57]=[CH:56][C:55]([C:58]2[N:63]=[C:62]([NH2:64])[N:61]=[C:60]([NH:65][C:66]3[CH:71]=[CH:70][C:69]([O:72][C:73]4[CH:78]=[CH:77][N:76]=[C:75]([C:79]([F:82])([F:81])[F:80])[CH:74]=4)=[CH:68][CH:67]=3)[CH:59]=2)=[CH:54][CH:53]=1.Cl.C(=O)(O)[O-].[Na+]. The catalyst is CN(C)C(=O)C.CS(C)=O.CCOC(C)=O.CO. The product is [NH2:8][CH:12]([CH2:13][OH:14])[C:11]([NH:51][C:52]1[CH:57]=[CH:56][C:55]([C:58]2[CH:59]=[C:60]([NH:65][C:66]3[CH:71]=[CH:70][C:69]([O:72][C:73]4[CH:78]=[CH:77][N:76]=[C:75]([C:79]([F:81])([F:82])[F:80])[CH:74]=4)=[CH:68][CH:67]=3)[N:61]=[C:62]([NH2:64])[N:63]=2)=[CH:54][CH:53]=1)=[O:10]. The yield is 0.430. (9) The yield is 0.0800. The product is [CH3:8][O:9][C:10]1[CH:11]=[C:12]([C:2]2[S:3][C:4]([C:14]3[CH:13]=[CH:12][CH:11]=[C:10]([O:9][CH3:8])[CH:15]=3)=[CH:5][CH:6]=2)[CH:13]=[CH:14][CH:15]=1. The catalyst is CCCCCC.C(OCC)(=O)C. The reactants are Br[C:2]1[S:3][C:4](Br)=[CH:5][CH:6]=1.[CH3:8][O:9][C:10]1[CH:11]=[C:12](B(O)O)[CH:13]=[CH:14][CH:15]=1.